Task: Regression. Given a peptide amino acid sequence and an MHC pseudo amino acid sequence, predict their binding affinity value. This is MHC class II binding data.. Dataset: Peptide-MHC class II binding affinity with 134,281 pairs from IEDB (1) The binding affinity (normalized) is 0.649. The MHC is DRB4_0101 with pseudo-sequence DRB4_0103. The peptide sequence is IEKIRPLLIEGTASL. (2) The peptide sequence is TKKGNVWEVKSSKPLVGPFN. The MHC is DRB3_0101 with pseudo-sequence DRB3_0101. The binding affinity (normalized) is 0. (3) The peptide sequence is KRQGPKQMLVGGVVL. The MHC is DRB1_0404 with pseudo-sequence DRB1_0404. The binding affinity (normalized) is 0. (4) The peptide sequence is VHFQPLPPAVVKLSDALIAT. The MHC is DRB1_0101 with pseudo-sequence DRB1_0101. The binding affinity (normalized) is 0.778. (5) The binding affinity (normalized) is 0.490. The MHC is DRB1_0101 with pseudo-sequence DRB1_0101. The peptide sequence is NIWADDLAASLSTLE.